Predict the reaction yield, written as a fraction of the theoretical maximum amount of product (1.0 means a 100% yield; for example, 0.34 means a 34% yield). From a dataset of Reaction yield outcomes from USPTO patents with 853,638 reactions. (1) The reactants are [CH2:1]([OH:28])[CH:2]([CH2:4][CH2:5][CH2:6][C@H:7]([C@@H:9]1[C@:26]2([CH3:27])[C@H:12]([C@H:13]3[C@H:23]([CH2:24][CH2:25]2)[C@:21]2([CH3:22])[CH:16]([CH2:17][CH2:18][CH2:19][CH2:20]2)[CH2:15][CH2:14]3)[CH2:11][CH2:10]1)[CH3:8])[CH3:3].O.[Cl:30][CH2:31][C:32](O)=[O:33]. No catalyst specified. The product is [Cl:30][CH2:31][C:32]([O:28][CH2:1][CH:2]([CH2:4][CH2:5][CH2:6][C@H:7]([C@@H:9]1[C@:26]2([CH3:27])[C@H:12]([C@H:13]3[C@H:23]([CH2:24][CH2:25]2)[C@:21]2([CH3:22])[CH:16]([CH2:17][CH2:18][CH2:19][CH2:20]2)[CH2:15][CH2:14]3)[CH2:11][CH2:10]1)[CH3:8])[CH3:3])=[O:33]. The yield is 0.960. (2) The reactants are [S:1]1(=[O:7])(=[O:6])[CH2:5][CH2:4][CH2:3][NH:2]1.[Cl:8][C:9]1[CH:10]=[C:11]2[C:16](=[CH:17][CH:18]=1)[NH:15][C:14](=[O:19])[C:13]([C@@H:20]([NH:22][C:23]1[N:28]=[C:27](Cl)[CH:26]=[CH:25][N:24]=1)[CH3:21])=[CH:12]2.C([O-])([O-])=O.[Cs+].[Cs+].CCN(C(C)C)C(C)C. The catalyst is CN(C=O)C.CCOC(C)=O. The product is [Cl:8][C:9]1[CH:10]=[C:11]2[C:16](=[CH:17][CH:18]=1)[NH:15][C:14](=[O:19])[C:13]([C@@H:20]([NH:22][C:23]1[N:24]=[C:25]([N:2]3[CH2:3][CH2:4][CH2:5][S:1]3(=[O:7])=[O:6])[CH:26]=[CH:27][N:28]=1)[CH3:21])=[CH:12]2. The yield is 0.170. (3) The reactants are [F:1][C:2]([F:26])([F:25])[C:3]1[CH:4]=[C:5]2[C:10](=[CH:11][CH:12]=1)[N:9]=[CH:8][CH:7]=[C:6]2[C:13]1[CH2:18][CH2:17][CH:16]([CH2:19][C:20]([O:22][CH2:23][CH3:24])=[O:21])[CH2:15][CH:14]=1.C([O-])=O.[NH4+]. The catalyst is CO.[Pd]. The product is [F:25][C:2]([F:1])([F:26])[C:3]1[CH:4]=[C:5]2[C:10](=[CH:11][CH:12]=1)[N:9]=[CH:8][CH:7]=[C:6]2[CH:13]1[CH2:14][CH2:15][CH:16]([CH2:19][C:20]([O:22][CH2:23][CH3:24])=[O:21])[CH2:17][CH2:18]1. The yield is 0.860. (4) The reactants are [C:1]([C:5]1[CH:10]=[CH:9][C:8]([N+:11]([O-])=O)=[CH:7][C:6]=1[S:14]([NH2:17])(=[O:16])=[O:15])([CH3:4])([CH3:3])[CH3:2].O.O.Cl[Sn]Cl.C([O-])(O)=O.[Na+]. The catalyst is CCO.CCOC(C)=O.O. The product is [C:1]([C:5]1[CH:10]=[CH:9][C:8]([NH2:11])=[CH:7][C:6]=1[S:14]([NH2:17])(=[O:15])=[O:16])([CH3:4])([CH3:2])[CH3:3]. The yield is 1.00. (5) The reactants are [CH3:1][C:2](C)([O-:4])C.[K+].[Cl-].[CH3:8]OC[P+](C1C=CC=CC=1)(C1C=CC=CC=1)C1C=CC=CC=1.[CH3:30][C:31]1[CH:32]=[C:33]([C:48]2[S:52][C:51](C=O)=[N:50][CH:49]=2)[CH:34]=[C:35]([NH:37][C:38]2[N:43]=[C:42]([C:44]([F:47])([F:46])[F:45])[CH:41]=[CH:40][N:39]=2)[CH:36]=1. The catalyst is O1CCCC1. The product is [CH3:8][O:4]/[CH:2]=[CH:1]/[C:51]1[S:52][C:48]([C:33]2[CH:34]=[C:35]([NH:37][C:38]3[N:43]=[C:42]([C:44]([F:46])([F:45])[F:47])[CH:41]=[CH:40][N:39]=3)[CH:36]=[C:31]([CH3:30])[CH:32]=2)=[CH:49][N:50]=1. The yield is 0.190.